From a dataset of Full USPTO retrosynthesis dataset with 1.9M reactions from patents (1976-2016). Predict the reactants needed to synthesize the given product. (1) The reactants are: C[O-].[Na+].Cl.[NH2:5][CH2:6][C:7]([NH2:9])=[O:8].C(O)(=O)C.[Cl:14][C:15]1[CH:16]=[CH:17][C:18]([O:29][CH3:30])=[C:19]([C:21](=O)[CH2:22][C:23]([O:25][CH2:26][CH3:27])=[O:24])[CH:20]=1. Given the product [NH2:9][C:7](=[O:8])[CH2:6][NH:5]/[C:21](/[C:19]1[CH:20]=[C:15]([Cl:14])[CH:16]=[CH:17][C:18]=1[O:29][CH3:30])=[CH:22]\[C:23]([O:25][CH2:26][CH3:27])=[O:24], predict the reactants needed to synthesize it. (2) Given the product [C:1]([C:5]1[N:13]=[C:12]2[C:8]([N:9]=[CH:10][N:11]2[CH2:14][C:15]2[C:20]([Cl:21])=[CH:19][CH:18]=[CH:17][N:16]=2)=[C:7]([N:29]2[CH2:30][CH2:31][C:27]3([CH2:26][C:25]3([F:32])[F:24])[CH2:28]2)[N:6]=1)([CH3:4])([CH3:3])[CH3:2], predict the reactants needed to synthesize it. The reactants are: [C:1]([C:5]1[N:13]=[C:12]2[C:8]([N:9]=[CH:10][N:11]2[CH2:14][C:15]2[C:20]([Cl:21])=[CH:19][CH:18]=[CH:17][N:16]=2)=[C:7](Cl)[N:6]=1)([CH3:4])([CH3:3])[CH3:2].Cl.[F:24][C:25]1([F:32])[C:27]2([CH2:31][CH2:30][NH:29][CH2:28]2)[CH2:26]1. (3) The reactants are: [CH2:1]([C:3]1[NH:4][CH:5]=[C:6]([CH3:8])[N:7]=1)[CH3:2].[CH2:9]([N:18]=[C:19]=[O:20])[CH2:10][CH2:11][CH2:12][CH2:13][CH2:14][N:15]=[C:16]=[O:17]. Given the product [CH2:1]([C:3]1[NH:4][CH:5]=[C:6]([CH3:8])[N:7]=1)[CH3:2].[CH2:9]([N:18]=[C:19]=[O:20])[CH2:10][CH2:11][CH2:12][CH2:13][CH2:14][N:15]=[C:16]=[O:17], predict the reactants needed to synthesize it. (4) Given the product [CH3:1][O:2][C:3](=[O:4])[C:5]1[CH:10]=[C:9]([C:17]2[CH:18]=[CH:19][C:14]([F:13])=[CH:15][CH:16]=2)[C:8]([Cl:12])=[N:7][CH:6]=1, predict the reactants needed to synthesize it. The reactants are: [CH3:1][O:2][C:3]([C:5]1[CH:6]=[N:7][C:8]([Cl:12])=[C:9](Br)[CH:10]=1)=[O:4].[F:13][C:14]1[CH:19]=[CH:18][C:17](B(O)O)=[CH:16][CH:15]=1. (5) Given the product [CH2:1]([O:8][C:9]1[CH:14]=[CH:13][C:12]([C:24]([C:25]2[CH:30]=[C:29]([O:31][CH3:32])[CH:28]=[CH:27][C:26]=2[O:33][CH2:34][O:35][CH3:36])=[O:37])=[CH:11][CH:10]=1)[C:2]1[CH:7]=[CH:6][CH:5]=[CH:4][CH:3]=1, predict the reactants needed to synthesize it. The reactants are: [CH2:1]([O:8][C:9]1[CH:14]=[CH:13][C:12](Br)=[CH:11][CH:10]=1)[C:2]1[CH:7]=[CH:6][CH:5]=[CH:4][CH:3]=1.C([Li])CCC.CON(C)[C:24](=[O:37])[C:25]1[CH:30]=[C:29]([O:31][CH3:32])[CH:28]=[CH:27][C:26]=1[O:33][CH2:34][O:35][CH3:36]. (6) Given the product [CH3:5][O:6][C:7](=[O:42])[C:8]1[CH:13]=[C:12]([C:14](=[O:30])[C:15]2[CH:20]=[CH:19][C:18]([N:21]([C:23]3[CH:24]=[CH:25][C:26]([Cl:29])=[CH:27][CH:28]=3)[CH3:22])=[CH:17][N:16]=2)[CH:11]=[CH:10][C:9]=1[C:31](=[O:41])[C:32]1[CH:37]=[CH:36][CH:35]=[C:34]([OH:44])[CH:33]=1, predict the reactants needed to synthesize it. The reactants are: B(Br)(Br)Br.[CH3:5][O:6][C:7](=[O:42])[C:8]1[CH:13]=[C:12]([C:14](=[O:30])[C:15]2[CH:20]=[CH:19][C:18]([N:21]([C:23]3[CH:28]=[CH:27][C:26]([Cl:29])=[CH:25][CH:24]=3)[CH3:22])=[CH:17][N:16]=2)[CH:11]=[CH:10][C:9]=1[C:31](=[O:41])[C:32]1[CH:37]=[CH:36][CH:35]=[C:34](C(Cl)Cl)[CH:33]=1.C[OH:44]. (7) Given the product [C:26]([N:27]1[CH2:28][CH2:29][N:30]([C:2]2[N:10]=[C:9]([N:13]([CH3:12])[C:14]3[CH:15]=[C:16]([CH3:20])[CH:17]=[CH:18][CH:19]=3)[CH:8]=[CH:7][C:3]=2[C:4]([NH2:6])=[O:5])[CH2:31][CH2:32]1)(=[O:33])[CH:34]=[CH2:35], predict the reactants needed to synthesize it. The reactants are: Cl[C:2]1[N:10]=[C:9](Cl)[CH:8]=[CH:7][C:3]=1[C:4]([NH2:6])=[O:5].[CH3:12][NH:13][C:14]1[CH:19]=[CH:18][CH:17]=[C:16]([CH3:20])[CH:15]=1.C(O[C:26](=[O:33])[NH:27][C@@H:28]1[CH2:32][CH2:31][NH:30][CH2:29]1)(C)(C)C.[C:34](O)(=O)[CH:35]=C.